This data is from Reaction yield outcomes from USPTO patents with 853,638 reactions. The task is: Predict the reaction yield, written as a fraction of the theoretical maximum amount of product (1.0 means a 100% yield; for example, 0.34 means a 34% yield). (1) The reactants are [CH2:1]([N:3]1[CH:12]=[C:11]([C:13](O)=[O:14])[C:10]2[C:5](=[CH:6][C:7]([O:30][CH3:31])=[C:8]([O:16][CH2:17][CH2:18][CH2:19][C:20]3[CH:29]=[CH:28][C:27]4[C:22](=[CH:23][CH:24]=[CH:25][CH:26]=4)[N:21]=3)[CH:9]=2)[C:4]1=[O:32])[CH3:2].CN(C=O)C.S(Cl)(Cl)=O.[CH2:42]([NH2:46])[CH2:43][CH2:44][CH3:45].CCN(CC)CC. The catalyst is C(Cl)Cl. The product is [CH2:42]([NH:46][C:13]([C:11]1[C:10]2[C:5](=[CH:6][C:7]([O:30][CH3:31])=[C:8]([O:16][CH2:17][CH2:18][CH2:19][C:20]3[CH:29]=[CH:28][C:27]4[C:22](=[CH:23][CH:24]=[CH:25][CH:26]=4)[N:21]=3)[CH:9]=2)[C:4](=[O:32])[N:3]([CH2:1][CH3:2])[CH:12]=1)=[O:14])[CH2:43][CH2:44][CH3:45]. The yield is 0.269. (2) The reactants are C(S[C:4]1[NH:5][C:6](=[O:14])[C:7]2[CH:12]([CH3:13])[S:11][CH2:10][C:8]=2[N:9]=1)C.C(O)(=[O:17])C. The catalyst is Cl. The product is [CH3:13][CH:12]1[C:7]2[C:6](=[O:14])[NH:5][C:4](=[O:17])[NH:9][C:8]=2[CH2:10][S:11]1. The yield is 1.00. (3) The reactants are [CH3:1][S:2]1(=[O:13])[C:7]2[CH:8]=[CH:9][CH:10]=[CH:11][C:6]=2[N:5]=[C:4]([CH3:12])[N:3]=1.[N+:14]([O-])([O-:16])=[O:15].[K+].[NH4+].[OH-]. The catalyst is OS(O)(=O)=O. The product is [CH3:1][S:2]1(=[O:13])[C:7]2[CH:8]=[C:9]([N+:14]([O-:16])=[O:15])[CH:10]=[CH:11][C:6]=2[N:5]=[C:4]([CH3:12])[N:3]=1. The yield is 0.970. (4) The reactants are Cl[C:2]1[N:9]=[CH:8][CH:7]=[CH:6][C:3]=1[C:4]#[N:5].[F:10][C:11]1[CH:16]=[CH:15][C:14]([F:17])=[CH:13][C:12]=1B(O)O. No catalyst specified. The product is [F:10][C:11]1[CH:16]=[CH:15][C:14]([F:17])=[CH:13][C:12]=1[C:2]1[N:9]=[CH:8][CH:7]=[CH:6][C:3]=1[C:4]#[N:5]. The yield is 0.660. (5) The reactants are Br[C:2]1[CH:6]=[CH:5][S:4][C:3]=1[C:7]1[S:8][CH:9]=[CH:10][CH:11]=1.C([Li])CCC.[CH3:17][CH:18]([CH2:20][C:21](=[O:26])[CH2:22][CH:23]([CH3:25])[CH3:24])[CH3:19]. The catalyst is C(OCC)C. The product is [S:4]1[CH:5]=[CH:6][C:2]([C:21]([OH:26])([CH2:22][CH:23]([CH3:25])[CH3:24])[CH2:20][CH:18]([CH3:19])[CH3:17])=[C:3]1[C:7]1[S:8][CH:9]=[CH:10][CH:11]=1. The yield is 0.180. (6) The reactants are [Cl:1][C:2]1[CH:10]=[CH:9][C:8]2[NH:7][C:6]3[CH2:11][CH2:12][N:13]([CH3:15])[CH2:14][C:5]=3[C:4]=2[CH:3]=1.C(=O)([O-])[O-].[K+].[K+].N1C2C(=CC=C3C=2N=CC=C3)C=CC=1.Br[C:37]#[C:38][Si:39]([CH:46]([CH3:48])[CH3:47])([CH:43]([CH3:45])[CH3:44])[CH:40]([CH3:42])[CH3:41]. The catalyst is C1(C)C=CC=CC=1.O.S([O-])([O-])(=O)=O.[Cu+2]. The product is [Cl:1][C:2]1[CH:10]=[CH:9][C:8]2[N:7]([C:37]#[C:38][Si:39]([CH:40]([CH3:42])[CH3:41])([CH:46]([CH3:48])[CH3:47])[CH:43]([CH3:45])[CH3:44])[C:6]3[CH2:11][CH2:12][N:13]([CH3:15])[CH2:14][C:5]=3[C:4]=2[CH:3]=1. The yield is 0.440. (7) The reactants are C(OC([N:11]([CH2:15][CH:16]1[CH2:21][CH2:20][N:19]([C:22]([O:24][C:25]([CH3:28])([CH3:27])[CH3:26])=[O:23])[CH2:18][CH2:17]1)[CH2:12][CH2:13][CH3:14])=O)C1C=CC=CC=1.[H][H]. The catalyst is CO.[OH-].[Pd+2].[OH-]. The product is [CH2:12]([NH:11][CH2:15][CH:16]1[CH2:17][CH2:18][N:19]([C:22]([O:24][C:25]([CH3:26])([CH3:28])[CH3:27])=[O:23])[CH2:20][CH2:21]1)[CH2:13][CH3:14]. The yield is 0.920. (8) The yield is 0.210. The product is [CH3:1][C:2]1[O:6][N:5]=[C:4]([C:7]2[CH:8]=[CH:9][CH:10]=[CH:11][CH:12]=2)[C:3]=1[CH2:13][O:14][C:15]1[CH:23]=[CH:22][C:18]([C:19]([NH:24][N:25]2[CH2:30][CH2:29][CH2:28][CH2:27][CH2:26]2)=[O:21])=[CH:17][N:16]=1. No catalyst specified. The reactants are [CH3:1][C:2]1[O:6][N:5]=[C:4]([C:7]2[CH:12]=[CH:11][CH:10]=[CH:9][CH:8]=2)[C:3]=1[CH2:13][O:14][C:15]1[CH:23]=[CH:22][C:18]([C:19]([OH:21])=O)=[CH:17][N:16]=1.[NH2:24][N:25]1[CH2:30][CH2:29][CH2:28][CH2:27][CH2:26]1. (9) The reactants are [Cl:1][C:2]1[CH:3]=[CH:4][C:5]([CH2:8][O:9][C:10]2[CH:15]=[CH:14][N:13]([C:16]3[CH:17]=[CH:18][C:19]4[C:20]5[CH2:29][NH:28][CH2:27][CH2:26][C:21]=5[N:22]([CH3:25])[C:23]=4[CH:24]=3)[C:12](=[O:30])[CH:11]=2)=[N:6][CH:7]=1.[C:31]1(N)C(F)=C(F)C(F)=C(N)C=1F.[ClH:43].Cl. No catalyst specified. The product is [ClH:1].[ClH:43].[Cl:1][C:2]1[CH:3]=[CH:4][C:5]([CH2:8][O:9][C:10]2[CH:15]=[CH:14][N:13]([C:16]3[CH:17]=[CH:18][C:19]4[C:20]5[CH2:29][N:28]([CH3:31])[CH2:27][CH2:26][C:21]=5[N:22]([CH3:25])[C:23]=4[CH:24]=3)[C:12](=[O:30])[CH:11]=2)=[N:6][CH:7]=1. The yield is 0.640.